Dataset: Full USPTO retrosynthesis dataset with 1.9M reactions from patents (1976-2016). Task: Predict the reactants needed to synthesize the given product. (1) Given the product [Br:18][CH2:19][C:20]1[CH:28]=[CH:27][C:23]([C:24]([NH:11][N:10]([C:3]2[C:2]([Cl:1])=[CH:7][N:6]=[C:5]([C:8]#[N:9])[N:4]=2)[CH:12]2[CH2:17][CH2:16][O:15][CH2:14][CH2:13]2)=[O:25])=[CH:22][CH:21]=1, predict the reactants needed to synthesize it. The reactants are: [Cl:1][C:2]1[C:3]([N:10]([CH:12]2[CH2:17][CH2:16][O:15][CH2:14][CH2:13]2)[NH2:11])=[N:4][C:5]([C:8]#[N:9])=[N:6][CH:7]=1.[Br:18][CH2:19][C:20]1[CH:28]=[CH:27][C:23]([C:24](Br)=[O:25])=[CH:22][CH:21]=1.CCN(C(C)C)C(C)C. (2) Given the product [CH3:18][C:16]1[N:17]=[C:3]2[C:2]([O:1][CH2:49][C:50]3[CH:55]=[CH:54][CH:53]=[CH:52][C:51]=3[CH:56]([CH3:58])[CH3:57])=[CH:7][C:6]([N:8]3[CH:13]=[CH:12][CH:11]=[CH:10][C:9]3=[O:14])=[CH:5][N:4]2[C:15]=1[CH3:19], predict the reactants needed to synthesize it. The reactants are: [OH:1][C:2]1[C:3]2[N:4]([C:15]([CH3:19])=[C:16]([CH3:18])[N:17]=2)[CH:5]=[C:6]([N:8]2[CH:13]=[CH:12][CH:11]=[CH:10][C:9]2=[O:14])[CH:7]=1.C(C1C=CC=CC=1COC1C2N(C(C)=C(C)N=2)C=C(N2C=CC=CC2=O)C=1)C.Br[CH2:49][C:50]1[CH:55]=[CH:54][CH:53]=[CH:52][C:51]=1[CH:56]([CH3:58])[CH3:57].BrCC1C=CC=CC=1CC. (3) Given the product [CH3:17][O:16][C:3]1[C:2]2[O:1][C:13]([CH3:15])([CH3:14])[CH2:12][C:11]=2[CH:10]=[C:5]([C:6]([O:8][CH3:9])=[O:7])[CH:4]=1, predict the reactants needed to synthesize it. The reactants are: [OH:1][C:2]1[C:11]([CH2:12][C:13]([CH3:15])=[CH2:14])=[CH:10][C:5]([C:6]([O:8][CH3:9])=[O:7])=[CH:4][C:3]=1[O:16][CH3:17]. (4) Given the product [CH3:17][O:16][N:15]([CH3:14])[C:10]([C:8]1[CH:7]=[CH:6][C:5]2[NH:1][N:2]=[N:3][C:4]=2[CH:9]=1)=[O:12], predict the reactants needed to synthesize it. The reactants are: [NH:1]1[C:5]2[CH:6]=[CH:7][C:8]([C:10]([OH:12])=O)=[CH:9][C:4]=2[N:3]=[N:2]1.Cl.[CH3:14][NH:15][O:16][CH3:17].CN(C(ON1N=NC2C=CC=CC1=2)=[N+](C)C)C.F[P-](F)(F)(F)(F)F.C(N(CC)CC)C. (5) The reactants are: [F:1][C:2]1[CH:7]=[C:6]([F:8])[CH:5]=[CH:4][C:3]=1[C:9](=[CH2:15])[CH2:10][CH2:11][C:12]([OH:14])=O.CC1C=CN=C(N)C=1C.[C:25]1([C@@H:31]2[CH2:35][O:34][C:33](=[O:36])[NH:32]2)[CH:30]=[CH:29][CH:28]=[CH:27][CH:26]=1.C1(N=C=NC2CCCCC2)CCCCC1. Given the product [F:1][C:2]1[CH:7]=[C:6]([F:8])[CH:5]=[CH:4][C:3]=1[C:9](=[CH2:15])[CH2:10][CH2:11][C:12]([N:32]1[C@H:31]([C:25]2[CH:30]=[CH:29][CH:28]=[CH:27][CH:26]=2)[CH2:35][O:34][C:33]1=[O:36])=[O:14], predict the reactants needed to synthesize it. (6) Given the product [NH2:45][C:46]1[C:54]([O:55][C:56]([F:57])([F:58])[F:59])=[CH:53][CH:52]=[CH:51][C:47]=1[C:48]([OH:50])=[O:49], predict the reactants needed to synthesize it. The reactants are: C1(C(C2C=CC=CC=2)=N[C@H](C(OC(C)(C)C)=O)CC2C=CC=C(OC(F)(F)F)C=2[N+]([O-])=O)C=CC=CC=1.C(OC([NH:45][C:46]1[C:54]([O:55][C:56]([F:59])([F:58])[F:57])=[CH:53][CH:52]=[CH:51][C:47]=1[C:48]([OH:50])=[O:49])=O)(C)(C)C. (7) Given the product [C:28]([CH2:30][C:31]([NH:27][C@H:24]1[CH2:25][CH2:26][C@H:21]([CH2:20][CH2:19][N:16]2[CH2:17][CH2:18][N:13]([C:9]3[N:10]=[CH:11][CH:12]=[C:7]4[CH2:6][CH2:5][O:4][C:8]=34)[CH2:14][CH2:15]2)[CH2:22][CH2:23]1)=[O:32])#[N:29], predict the reactants needed to synthesize it. The reactants are: Cl.Cl.Cl.[O:4]1[C:8]2=[C:9]([N:13]3[CH2:18][CH2:17][N:16]([CH2:19][CH2:20][C@H:21]4[CH2:26][CH2:25][C@H:24]([NH2:27])[CH2:23][CH2:22]4)[CH2:15][CH2:14]3)[N:10]=[CH:11][CH:12]=[C:7]2[CH2:6][CH2:5]1.[C:28]([CH2:30][C:31](O)=[O:32])#[N:29].